This data is from Reaction yield outcomes from USPTO patents with 853,638 reactions. The task is: Predict the reaction yield, written as a fraction of the theoretical maximum amount of product (1.0 means a 100% yield; for example, 0.34 means a 34% yield). (1) The reactants are [NH2:1][C:2]1[C:7]2[CH2:8][C:9]([CH3:12])([CH3:11])[O:10][C:6]=2[C:5]([C:13]([NH:15][CH2:16][C@@H:17]2[CH2:22][CH2:21][N:20](C(OC(C)(C)C)=O)[CH2:19][C@H:18]2[OH:30])=[O:14])=[CH:4][C:3]=1[Cl:31]. The catalyst is Cl.CC(O)C.CO. The product is [NH2:1][C:2]1[C:7]2[CH2:8][C:9]([CH3:11])([CH3:12])[O:10][C:6]=2[C:5]([C:13]([NH:15][CH2:16][C@@H:17]2[CH2:22][CH2:21][NH:20][CH2:19][C@H:18]2[OH:30])=[O:14])=[CH:4][C:3]=1[Cl:31]. The yield is 0.730. (2) The reactants are [N+:1]([C:4]1[CH:9]=[CH:8][C:7]([NH2:10])=[CH:6][CH:5]=1)([O-:3])=[O:2].[Br:11]Br. The catalyst is CC(O)=O. The product is [Br:11][C:8]1[CH:9]=[C:4]([N+:1]([O-:3])=[O:2])[CH:5]=[CH:6][C:7]=1[NH2:10]. The yield is 0.720. (3) The yield is 0.657. The reactants are [CH2:1]([O:8][C:9]1[CH:17]=[CH:16][C:12]([C:13](O)=[O:14])=[C:11]([O:18][CH2:19][CH2:20][CH2:21][NH:22][C:23]([O:25][C:26]([CH3:29])([CH3:28])[CH3:27])=[O:24])[CH:10]=1)[C:2]1[CH:7]=[CH:6][CH:5]=[CH:4][CH:3]=1.[CH3:30][O:31][C:32]1[CH:47]=[CH:46][C:35]([C:36]([NH:38][C:39]2[C:40]([NH2:45])=[CH:41][CH:42]=[CH:43][CH:44]=2)=[O:37])=[CH:34][CH:33]=1. No catalyst specified. The product is [CH2:1]([O:8][C:9]1[CH:17]=[CH:16][C:12]([C:13]([NH:45][C:40]2[C:39]([NH:38][C:36](=[O:37])[C:35]3[CH:34]=[CH:33][C:32]([O:31][CH3:30])=[CH:47][CH:46]=3)=[CH:44][CH:43]=[CH:42][CH:41]=2)=[O:14])=[C:11]([O:18][CH2:19][CH2:20][CH2:21][NH:22][C:23]([O:25][C:26]([CH3:28])([CH3:27])[CH3:29])=[O:24])[CH:10]=1)[C:2]1[CH:3]=[CH:4][CH:5]=[CH:6][CH:7]=1. (4) The reactants are [NH2:1][C:2]1[CH:3]=[C:4]([OH:12])[C:5](=[CH:10][CH:11]=1)[C:6]([O:8][CH3:9])=[O:7].[Br:13][C:14]1[C:15]([Cl:24])=[N:16][CH:17]=[C:18]([S:20](Cl)(=[O:22])=[O:21])[CH:19]=1. The catalyst is C1(C)C=CC=CC=1. The product is [Br:13][C:14]1[CH:19]=[C:18]([S:20]([NH:1][C:2]2[CH:11]=[CH:10][C:5]([C:6]([O:8][CH3:9])=[O:7])=[C:4]([OH:12])[CH:3]=2)(=[O:22])=[O:21])[CH:17]=[N:16][C:15]=1[Cl:24]. The yield is 0.440.